From a dataset of Reaction yield outcomes from USPTO patents with 853,638 reactions. Predict the reaction yield, written as a fraction of the theoretical maximum amount of product (1.0 means a 100% yield; for example, 0.34 means a 34% yield). (1) The reactants are [Cl:1][C:2]1[CH:7]=[CH:6][C:5]([OH:8])=[C:4]([I:9])[CH:3]=1.[CH2:10]([N:17]1[CH2:22][CH:21]=[C:20]([CH2:23]O)[CH2:19][CH2:18]1)[C:11]1[CH:16]=[CH:15][CH:14]=[CH:13][CH:12]=1.C1(P(C2C=CC=CC=2)C2C=CC=CC=2)C=CC=CC=1.CCOC(/N=N/C(OCC)=O)=O. The catalyst is C1COCC1. The product is [CH2:10]([N:17]1[CH2:18][CH:19]=[C:20]([CH2:23][O:8][C:5]2[CH:6]=[CH:7][C:2]([Cl:1])=[CH:3][C:4]=2[I:9])[CH2:21][CH2:22]1)[C:11]1[CH:16]=[CH:15][CH:14]=[CH:13][CH:12]=1. The yield is 0.860. (2) The reactants are [CH2:1]([O:3][C:4]([C:6]1([NH:11][C:12]([CH:14]2[CH2:18][CH:17]([O:19][C:20]3[C:29]4[C:24](=[C:25]([CH3:32])[C:26]([O:30][CH3:31])=[CH:27][CH:28]=4)[N:23]=C(C4C=CC=C(C)N=4)[CH:21]=3)[CH2:16][CH:15]2[C:40](O)=[O:41])=[O:13])[CH2:8][CH:7]1[CH:9]=[CH2:10])=[O:5])[CH3:2].Cl.[CH3:44][NH:45][CH2:46][CH2:47][CH2:48][CH2:49][CH:50]=[CH2:51].[CH:52]([N:55]([CH:58]([CH3:60])[CH3:59])CC)([CH3:54])[CH3:53].[CH3:61]N(C(ON1N=NC2C=CC=NC1=2)=[N+](C)C)C.F[P-](F)(F)(F)(F)F. The catalyst is CN(C=O)C. The product is [CH2:1]([O:3][C:4]([C:6]1([NH:11][C:12]([CH:14]2[CH2:18][CH:17]([O:19][C:20]3[C:29]4[C:24](=[C:25]([CH3:32])[C:26]([O:30][CH3:31])=[CH:27][CH:28]=4)[N:23]=[C:60]([C:58]4[CH:59]=[CH:61][CH:54]=[C:52]([CH3:53])[N:55]=4)[CH:21]=3)[CH2:16][CH:15]2[C:40](=[O:41])[N:45]([CH2:46][CH2:47][CH2:48][CH2:49][CH:50]=[CH2:51])[CH3:44])=[O:13])[CH2:8][CH:7]1[CH:9]=[CH2:10])=[O:5])[CH3:2]. The yield is 0.820. (3) The reactants are [CH:1]1([CH2:6][CH:7]([C:16]2[CH:21]=[CH:20][C:19]([S:22]([CH3:25])(=[O:24])=[O:23])=[C:18]([N+:26]([O-])=[O:27])[CH:17]=2)[C:8]([NH:10][C:11]2[S:12][CH:13]=[CH:14][N:15]=2)=[O:9])[CH2:5][CH2:4][CH2:3][CH2:2]1.[H][H]. The catalyst is CO.[Pd]. The product is [CH:1]1([CH2:6][CH:7]([C:16]2[CH:21]=[CH:20][C:19]([S:22]([CH3:25])(=[O:23])=[O:24])=[C:18]([NH:26][OH:27])[CH:17]=2)[C:8]([NH:10][C:11]2[S:12][CH:13]=[CH:14][N:15]=2)=[O:9])[CH2:5][CH2:4][CH2:3][CH2:2]1. The yield is 0.590. (4) The reactants are C([O:4][C@H:5]([CH3:24])[CH2:6][CH2:7][CH2:8][CH2:9][N:10]1[C:19](=[O:20])[C:18]2[N:17]([CH3:21])[C:16]([Br:22])=[N:15][C:14]=2[N:13]([CH3:23])[C:11]1=[O:12])(=O)C.Cl. The catalyst is CO.CCOCC. The product is [Br:22][C:16]1[N:17]([CH3:21])[C:18]2[C:19](=[O:20])[N:10]([CH2:9][CH2:8][CH2:7][CH2:6][C@H:5]([OH:4])[CH3:24])[C:11](=[O:12])[N:13]([CH3:23])[C:14]=2[N:15]=1. The yield is 0.910. (5) The catalyst is CN(C)C=O.C(OCC)(=O)C. The reactants are [NH2:1][C:2]1[S:3][CH:4]=[C:5]([CH2:11][O:12][CH2:13][O:14][CH3:15])[C:6]=1[S:7]([NH2:10])(=[O:9])=[O:8].[CH2:16]([O:18][C:19](=[O:28])[CH:20]=[C:21](OCC)OCC)[CH3:17].C(N(CC)CC)C. The yield is 0.520. The product is [CH2:16]([O:18][C:19](=[O:28])[CH2:20][C:21]1[NH:1][C:2]2[S:3][CH:4]=[C:5]([CH2:11][O:12][CH2:13][O:14][CH3:15])[C:6]=2[S:7](=[O:8])(=[O:9])[N:10]=1)[CH3:17]. (6) The reactants are [CH2:1]([O:3][C:4]([C:6]1[CH:10]=[C:9]([C:11](=O)/[CH:12]=[CH:13]/N(C)C)[NH:8][CH:7]=1)=[O:5])[CH3:2].Cl.[NH2:19][C:20]([NH2:22])=[NH:21].CC[O-].[Na+]. The product is [CH2:1]([O:3][C:4]([C:6]1[CH:10]=[C:9]([C:11]2[CH:12]=[CH:13][N:19]=[C:20]([NH2:22])[N:21]=2)[NH:8][CH:7]=1)=[O:5])[CH3:2]. The catalyst is C(O)C.O. The yield is 0.800.